Task: Predict the reaction yield, written as a fraction of the theoretical maximum amount of product (1.0 means a 100% yield; for example, 0.34 means a 34% yield).. Dataset: Reaction yield outcomes from USPTO patents with 853,638 reactions (1) The reactants are O[C:2]1([CH2:26][O:27][CH2:28][CH3:29])[CH2:7][CH2:6][N:5]([C:8]2[CH:13]=[CH:12][C:11]([N:14]3[CH2:18][C@H:17]([CH2:19][NH:20][C:21](=[O:23])[CH3:22])[O:16][C:15]3=[O:24])=[CH:10][C:9]=2[F:25])[CH2:4][CH2:3]1.CCN(S(F)(F)[F:36])CC. The catalyst is ClCCl. The product is [F:36][C:2]1([CH2:26][O:27][CH2:28][CH3:29])[CH2:7][CH2:6][N:5]([C:8]2[CH:13]=[CH:12][C:11]([N:14]3[CH2:18][C@H:17]([CH2:19][NH:20][C:21](=[O:23])[CH3:22])[O:16][C:15]3=[O:24])=[CH:10][C:9]=2[F:25])[CH2:4][CH2:3]1. The yield is 0.650. (2) The reactants are [Br:1][C:2]1[CH:7]=[CH:6][C:5]([CH:8]2[NH:12][C:11](=[O:13])[CH2:10][CH2:9]2)=[CH:4][CH:3]=1.[H-].[Na+].[CH3:16]I. The catalyst is CN(C)C=O. The product is [Br:1][C:2]1[CH:3]=[CH:4][C:5]([CH:8]2[N:12]([CH3:16])[C:11](=[O:13])[CH2:10][CH2:9]2)=[CH:6][CH:7]=1. The yield is 0.670.